From a dataset of Full USPTO retrosynthesis dataset with 1.9M reactions from patents (1976-2016). Predict the reactants needed to synthesize the given product. Given the product [CH3:34][C:16]1[C:17]([C:18]2[S:19][C:20]([C:29]3[NH:33][CH:32]=[N:31][N:30]=3)=[C:21]([C:23]3[CH:28]=[CH:27][CH:26]=[CH:25][CH:24]=3)[N:22]=2)=[C:11]2[CH:10]=[C:9]([OH:8])[CH:14]=[CH:13][N:12]2[N:15]=1, predict the reactants needed to synthesize it. The reactants are: C([O:8][C:9]1[CH:14]=[CH:13][N:12]2[N:15]=[C:16]([CH3:34])[C:17]([C:18]3[S:19][C:20]([C:29]4[NH:33][CH:32]=[N:31][N:30]=4)=[C:21]([C:23]4[CH:28]=[CH:27][CH:26]=[CH:25][CH:24]=4)[N:22]=3)=[C:11]2[CH:10]=1)C1C=CC=CC=1.